From a dataset of Full USPTO retrosynthesis dataset with 1.9M reactions from patents (1976-2016). Predict the reactants needed to synthesize the given product. (1) Given the product [N+:1]([C:4]1[CH:5]=[CH:6][C:7]([C:10]2[S:14][C:13]([CH2:15][CH2:16][CH2:17][C:37]([O:39][CH3:40])=[O:38])=[N:12][CH:11]=2)=[CH:8][CH:9]=1)([O-:3])=[O:2], predict the reactants needed to synthesize it. The reactants are: [N+:1]([C:4]1[CH:9]=[CH:8][C:7]([C:10]2[S:14][C:13]([CH2:15][CH2:16][C:17](OC)=O)=[N:12][CH:11]=2)=[CH:6][CH:5]=1)([O-:3])=[O:2].[N+](C1C=CC(C(=O)CNC(=O)CCC[C:37]([O:39][CH3:40])=[O:38])=CC=1)([O-])=O.COC1C=CC(P2(SP(C3C=CC(OC)=CC=3)(=S)S2)=S)=CC=1. (2) Given the product [Br:37][C:12]1[C:7]2[NH:6][N:5]=[C:4]([NH:3][CH2:1][CH3:2])[C:8]=2[CH:9]=[N:10][C:11]=1[NH:13][C:14]([NH:16][C@@H:17]([C:19]1[CH:20]=[CH:21][CH:22]=[CH:23][CH:24]=1)[CH3:18])=[O:15], predict the reactants needed to synthesize it. The reactants are: [CH2:1]([NH:3][C:4]1[C:8]2[CH:9]=[N:10][C:11]([NH:13][C:14]([NH:16][C@@H:17]([C:19]3[CH:24]=[CH:23][CH:22]=[CH:21][CH:20]=3)[CH3:18])=[O:15])=[CH:12][C:7]=2[NH:6][N:5]=1)[CH3:2].CN(C=O)C.C1C(=O)N([Br:37])C(=O)C1. (3) Given the product [ClH:37].[CH3:1][O:2][CH2:3][CH2:4][S:5][C:6]1[CH:7]=[C:8]([O:28][C:29]2[C:30]([CH3:36])=[N:31][N:32]([CH3:35])[C:33]=2[CH3:34])[C:9]([NH:12][C:13]2[S:17][N:16]=[C:15]([C@H:18]([OH:19])[CH2:22][OH:21])[N:14]=2)=[N:10][CH:11]=1, predict the reactants needed to synthesize it. The reactants are: [CH3:1][O:2][CH2:3][CH2:4][S:5][C:6]1[CH:7]=[C:8]([O:28][C:29]2[C:30]([CH3:36])=[N:31][N:32]([CH3:35])[C:33]=2[CH3:34])[C:9]([NH:12][C:13]2[S:17][N:16]=[C:15]([C@H:18]3[CH2:22][O:21]C4(CCCCC4)[O:19]3)[N:14]=2)=[N:10][CH:11]=1.[ClH:37]. (4) Given the product [C:1]([O:5][C:6]([N:8]([CH3:34])[C@@H:9]([CH3:33])[C:10]([NH:12][C@H:13]([C:14]([O:16][CH3:17])=[O:15])[CH2:18][C:19]1[CH:24]=[CH:23][C:22](/[CH:64]=[CH:63]/[C:65]2[CH:73]=[CH:72][C:68]([C:69]([OH:71])=[O:70])=[CH:67][CH:66]=2)=[CH:21][CH:20]=1)=[O:11])=[O:7])([CH3:4])([CH3:2])[CH3:3], predict the reactants needed to synthesize it. The reactants are: [C:1]([O:5][C:6]([N:8]([CH3:34])[C@@H:9]([CH3:33])[C:10]([NH:12][C@@H:13]([CH2:18][C:19]1[CH:24]=[CH:23][C:22](OS(C(F)(F)F)(=O)=O)=[CH:21][CH:20]=1)[C:14]([O:16][CH3:17])=[O:15])=[O:11])=[O:7])([CH3:4])([CH3:3])[CH3:2].C(=O)([O-])[O-].[K+].[K+].C1(C)C=CC=CC=1P(C1C=CC=CC=1C)C1C=CC=CC=1C.[CH:63]([C:65]1[CH:73]=[CH:72][C:68]([C:69]([OH:71])=[O:70])=[CH:67][CH:66]=1)=[CH2:64]. (5) Given the product [Cl:46][C:47]1[N:51]2[C:52]([CH2:57][C:58]3[CH:59]=[CH:60][C:61]([F:65])=[C:62]([NH:64][C:12]([CH:10]4[CH2:9][N:8]([C:1]([O:3][C:4]([CH3:5])([CH3:6])[CH3:7])=[O:2])[CH2:11]4)=[O:14])[CH:63]=3)=[CH:53][NH:54][C:55](=[O:56])[C:50]2=[CH:49][C:48]=1[Cl:66], predict the reactants needed to synthesize it. The reactants are: [C:1]([N:8]1[CH2:11][CH:10]([C:12]([OH:14])=O)[CH2:9]1)([O:3][C:4]([CH3:7])([CH3:6])[CH3:5])=[O:2].CN(C(ON1N=NC2C=CC=NC1=2)=[N+](C)C)C.F[P-](F)(F)(F)(F)F.FC(F)(F)C([O-])=O.[Cl:46][C:47]1[N:51]2[C:52]([CH2:57][C:58]3[CH:59]=[CH:60][C:61]([F:65])=[C:62]([NH3+:64])[CH:63]=3)=[CH:53][NH:54][C:55](=[O:56])[C:50]2=[CH:49][C:48]=1[Cl:66]. (6) Given the product [CH:18]([C:21]1[CH:27]=[CH:26][CH:25]=[CH:24][C:22]=1[NH:23][C:2]1[CH:7]=[C:6]([C:8]2[CH:13]=[CH:12][CH:11]=[CH:10][CH:9]=2)[C:5]([CH3:14])=[CH:4][C:3]=1[N+:15]([O-:17])=[O:16])([CH3:20])[CH3:19], predict the reactants needed to synthesize it. The reactants are: F[C:2]1[C:3]([N+:15]([O-:17])=[O:16])=[CH:4][C:5]([CH3:14])=[C:6]([C:8]2[CH:13]=[CH:12][CH:11]=[CH:10][CH:9]=2)[CH:7]=1.[CH:18]([C:21]1[CH:27]=[CH:26][CH:25]=[CH:24][C:22]=1[NH2:23])([CH3:20])[CH3:19].[F-].[K+].